This data is from Catalyst prediction with 721,799 reactions and 888 catalyst types from USPTO. The task is: Predict which catalyst facilitates the given reaction. Reactant: [C:1]([O:5][C:6](=[O:25])[N:7]([CH2:9][C:10]1[CH:14]=[C:13](Br)[N:12]([S:16]([C:19]2[CH:20]=[N:21][CH:22]=[CH:23][CH:24]=2)(=[O:18])=[O:17])[CH:11]=1)[CH3:8])([CH3:4])([CH3:3])[CH3:2].[F:26][C:27]1[C:32](B(O)O)=[CH:31][CH:30]=[CH:29][N:28]=1.C(=O)([O-])[O-].[Na+].[Na+]. Product: [C:1]([O:5][C:6](=[O:25])[N:7]([CH2:9][C:10]1[CH:14]=[C:13]([C:32]2[C:27]([F:26])=[N:28][CH:29]=[CH:30][CH:31]=2)[N:12]([S:16]([C:19]2[CH:20]=[N:21][CH:22]=[CH:23][CH:24]=2)(=[O:18])=[O:17])[CH:11]=1)[CH3:8])([CH3:4])([CH3:3])[CH3:2]. The catalyst class is: 108.